Predict the reactants needed to synthesize the given product. From a dataset of Full USPTO retrosynthesis dataset with 1.9M reactions from patents (1976-2016). (1) Given the product [C:1]([NH:8][C:9]1[S:10][C:11]([C:15](=[O:21])/[CH:16]=[CH:17]/[N:18]([CH3:19])[CH3:20])=[C:12]([CH3:14])[N:13]=1)([O:3][C:4]([CH3:7])([CH3:6])[CH3:5])=[O:2], predict the reactants needed to synthesize it. The reactants are: [C:1]([N:8](C(OC(C)(C)C)=O)[C:9]1[S:10][C:11]([C:15](=[O:21])/[CH:16]=[CH:17]/[N:18]([CH3:20])[CH3:19])=[C:12]([CH3:14])[N:13]=1)([O:3][C:4]([CH3:7])([CH3:6])[CH3:5])=[O:2].C[O-].[Na+].[OH-].[Na+].Cl. (2) Given the product [CH3:1][C:2]1[N:7]=[C:6]([S:8][CH2:9][CH2:10][CH3:11])[C:5]([C:12]([OH:14])=[O:13])=[CH:4][N:3]=1, predict the reactants needed to synthesize it. The reactants are: [CH3:1][C:2]1[N:7]=[C:6]([S:8][CH2:9][CH2:10][CH3:11])[C:5]([C:12]([O:14]C)=[O:13])=[CH:4][N:3]=1.O1CCN(C2N=C(SCCC)C(C(O)=O)=CN=2)CC1. (3) Given the product [NH2:9][C:8]1[C:3]([O:2][CH3:1])=[CH:4][C:5]([N:12]2[CH2:16][CH2:15][CH2:14][CH2:13]2)=[N:6][CH:7]=1, predict the reactants needed to synthesize it. The reactants are: [CH3:1][O:2][C:3]1[C:8]([N+:9]([O-])=O)=[CH:7][N:6]=[C:5]([N:12]2[CH2:16][CH2:15][CH2:14][CH2:13]2)[CH:4]=1. (4) The reactants are: [CH3:1][C:2]1[N:7]=[CH:6][C:5](B(O)O)=[CH:4][N:3]=1.[CH2:11]([N:18]([CH2:30][C:31]1[CH:36]=[CH:35][CH:34]=[CH:33][CH:32]=1)[C@@H:19]1[CH2:28][CH2:27][C:26]2[C:21](=[C:22](Br)[CH:23]=[CH:24][CH:25]=2)[CH2:20]1)[C:12]1[CH:17]=[CH:16][CH:15]=[CH:14][CH:13]=1. Given the product [CH2:30]([N:18]([CH2:11][C:12]1[CH:17]=[CH:16][CH:15]=[CH:14][CH:13]=1)[C@@H:19]1[CH2:28][CH2:27][C:26]2[C:21](=[C:22]([C:5]3[CH:4]=[N:3][C:2]([CH3:1])=[N:7][CH:6]=3)[CH:23]=[CH:24][CH:25]=2)[CH2:20]1)[C:31]1[CH:32]=[CH:33][CH:34]=[CH:35][CH:36]=1, predict the reactants needed to synthesize it. (5) Given the product [CH2:1]([N:8]1[CH2:26][CH2:25][C:11]2([C:15]3[C:16](=[O:17])[NH:24][C:22](=[O:23])[NH:21][C:14]=3[CH2:13][CH2:12]2)[CH2:10][CH2:9]1)[C:2]1[CH:7]=[CH:6][CH:5]=[CH:4][CH:3]=1, predict the reactants needed to synthesize it. The reactants are: [CH2:1]([N:8]1[CH2:26][CH2:25][C:11]2([C:15]([C:16](OCC)=[O:17])=[C:14]([NH:21][C:22]([NH2:24])=[O:23])[CH2:13][CH2:12]2)[CH2:10][CH2:9]1)[C:2]1[CH:7]=[CH:6][CH:5]=[CH:4][CH:3]=1.[OH-].[Na+].Cl. (6) Given the product [CH3:11][O:12][C:13](=[O:19])[CH:14]([CH:16]1[CH2:18][CH2:17]1)[O:9][C:5]1[C:4]([Cl:10])=[N:3][C:2]([Cl:1])=[N:7][C:6]=1[Cl:8], predict the reactants needed to synthesize it. The reactants are: [Cl:1][C:2]1[N:7]=[C:6]([Cl:8])[C:5]([OH:9])=[C:4]([Cl:10])[N:3]=1.[CH3:11][O:12][C:13](=[O:19])[CH:14]([CH:16]1[CH2:18][CH2:17]1)O.C1(P(C2C=CC=CC=2)C2C=CC=CC=2)C=CC=CC=1.CC(OC(/N=N/C(OC(C)C)=O)=O)C. (7) Given the product [CH3:21][CH:22]1[CH2:26][CH2:25][CH2:24][N:23]1[C:27]1[N:32]=[C:31]([NH:33][C:2]2[C:3]3[N:4]([CH:18]=[CH:19][N:20]=3)[N:5]=[C:6]([C:8]3[CH:9]=[C:10]([CH:15]=[CH:16][CH:17]=3)[C:11]([O:13][CH3:14])=[O:12])[CH:7]=2)[CH:30]=[CH:29][CH:28]=1, predict the reactants needed to synthesize it. The reactants are: Br[C:2]1[C:3]2[N:4]([CH:18]=[CH:19][N:20]=2)[N:5]=[C:6]([C:8]2[CH:9]=[C:10]([CH:15]=[CH:16][CH:17]=2)[C:11]([O:13][CH3:14])=[O:12])[CH:7]=1.[CH3:21][CH:22]1[CH2:26][CH2:25][CH2:24][N:23]1[C:27]1[N:32]=[C:31]([NH2:33])[CH:30]=[CH:29][CH:28]=1.C1C=CC(P(C2C(C3C(P(C4C=CC=CC=4)C4C=CC=CC=4)=CC=C4C=3C=CC=C4)=C3C(C=CC=C3)=CC=2)C2C=CC=CC=2)=CC=1.C([O-])([O-])=O.[Cs+].[Cs+].